This data is from Full USPTO retrosynthesis dataset with 1.9M reactions from patents (1976-2016). The task is: Predict the reactants needed to synthesize the given product. (1) Given the product [Cl:11][C:5]1[CH:6]=[CH:7][CH:8]=[C:9]2[C:4]=1[CH2:3][C:2]([CH:12]1[CH2:14][CH2:13]1)=[CH:10]2, predict the reactants needed to synthesize it. The reactants are: Br[C:2]1[CH2:3][C:4]2[C:9]([CH:10]=1)=[CH:8][CH:7]=[CH:6][C:5]=2[Cl:11].[CH:12]1([Mg]Br)[CH2:14][CH2:13]1.[NH4+].[Cl-]. (2) Given the product [Cl:26][C:23]1[CH:24]=[CH:25][C:20]([C@@H:13]2[O:12][C@H:11]([CH2:10][N:6]3[CH2:7][CH2:8][CH2:9][CH:5]3[C:3]([NH2:37])=[O:2])[C@@H:16]([OH:17])[C@H:15]([OH:18])[C@H:14]2[OH:19])=[CH:21][C:22]=1[CH2:27][C:28]1[CH:29]=[CH:30][C:31]([O:34][CH2:35][CH3:36])=[CH:32][CH:33]=1, predict the reactants needed to synthesize it. The reactants are: C[O:2][C:3]([CH:5]1[CH2:9][CH2:8][CH2:7][N:6]1[CH2:10][C@@H:11]1[C@@H:16]([OH:17])[C@H:15]([OH:18])[C@@H:14]([OH:19])[C@H:13]([C:20]2[CH:25]=[CH:24][C:23]([Cl:26])=[C:22]([CH2:27][C:28]3[CH:33]=[CH:32][C:31]([O:34][CH2:35][CH3:36])=[CH:30][CH:29]=3)[CH:21]=2)[O:12]1)=O.[NH3:37]. (3) Given the product [CH2:1]([O:8][C:9]([N:11]1[CH2:20][CH2:19][C:18]2[C:17]([NH:39][C:36]3[CH:35]=[C:34]([CH:31]4[CH2:33][CH2:32]4)[NH:38][N:37]=3)=[N:16][C:15]([S:22][CH3:23])=[N:14][C:13]=2[CH2:12]1)=[O:10])[C:2]1[CH:7]=[CH:6][CH:5]=[CH:4][CH:3]=1, predict the reactants needed to synthesize it. The reactants are: [CH2:1]([O:8][C:9]([N:11]1[CH2:20][CH2:19][C:18]2[C:17](Cl)=[N:16][C:15]([S:22][CH3:23])=[N:14][C:13]=2[CH2:12]1)=[O:10])[C:2]1[CH:7]=[CH:6][CH:5]=[CH:4][CH:3]=1.C(N(CC)CC)C.[CH:31]1([C:34]2[NH:38][N:37]=[C:36]([NH2:39])[CH:35]=2)[CH2:33][CH2:32]1. (4) Given the product [Br:32][CH2:31][CH2:30][CH2:29][CH2:28][CH2:27][CH2:26][CH2:25][CH2:24][O:14][C:11]1[CH:12]=[CH:13][C:8]([C:6]([C:5]2[CH:15]=[CH:16][C:2]([O:20][CH2:17][CH2:25][CH2:26][CH2:27][CH2:28][CH2:29][CH2:30][CH2:31][Br:32])=[CH:3][CH:4]=2)=[O:7])=[CH:9][CH:10]=1, predict the reactants needed to synthesize it. The reactants are: O[C:2]1[CH:16]=[CH:15][C:5]([C:6]([C:8]2[CH:13]=[CH:12][C:11]([OH:14])=[CH:10][CH:9]=2)=[O:7])=[CH:4][CH:3]=1.[C:17](=[O:20])([O-])[O-].[K+].[K+].Br[CH2:24][CH2:25][CH2:26][CH2:27][CH2:28][CH2:29][CH2:30][CH2:31][Br:32]. (5) Given the product [CH3:23][C:24]1[CH:29]=[CH:28][CH:27]=[C:26]([CH3:30])[C:25]=1[NH:31][C:32]([CH2:33][N:34]1[CH2:35][CH2:36][N:37]([CH2:14][CH:12]([OH:13])[CH2:11][C:10]([NH:9][C:6]2[CH:7]=[CH:8][C:3]([O:2][CH3:1])=[CH:4][CH:5]=2)=[O:15])[CH2:38][CH2:39]1)=[O:40], predict the reactants needed to synthesize it. The reactants are: [CH3:1][O:2][C:3]1[CH:8]=[CH:7][C:6]([NH:9][C:10](=[O:15])[CH2:11][CH:12]2[CH2:14][O:13]2)=[CH:5][CH:4]=1.C(N(CC)CC)C.[CH3:23][C:24]1[CH:29]=[CH:28][CH:27]=[C:26]([CH3:30])[C:25]=1[NH:31][C:32](=[O:40])[CH2:33][N:34]1[CH2:39][CH2:38][NH:37][CH2:36][CH2:35]1.